Regression. Given two drug SMILES strings and cell line genomic features, predict the synergy score measuring deviation from expected non-interaction effect. From a dataset of NCI-60 drug combinations with 297,098 pairs across 59 cell lines. (1) Drug 1: C1=CC=C(C(=C1)C(C2=CC=C(C=C2)Cl)C(Cl)Cl)Cl. Drug 2: CC1C(C(CC(O1)OC2CC(CC3=C2C(=C4C(=C3O)C(=O)C5=C(C4=O)C(=CC=C5)OC)O)(C(=O)CO)O)N)O.Cl. Cell line: HT29. Synergy scores: CSS=44.7, Synergy_ZIP=-7.88, Synergy_Bliss=-6.86, Synergy_Loewe=-4.77, Synergy_HSA=-3.06. (2) Synergy scores: CSS=15.8, Synergy_ZIP=-7.27, Synergy_Bliss=-5.30, Synergy_Loewe=-8.20, Synergy_HSA=-4.12. Drug 1: CC1OCC2C(O1)C(C(C(O2)OC3C4COC(=O)C4C(C5=CC6=C(C=C35)OCO6)C7=CC(=C(C(=C7)OC)O)OC)O)O. Cell line: HCC-2998. Drug 2: C1CC(C1)(C(=O)O)C(=O)O.[NH2-].[NH2-].[Pt+2]. (3) Drug 1: CC(C)(C#N)C1=CC=C(C=C1)N2C3=C4C=C(C=CC4=NC=C3N(C2=O)C)C5=CC6=CC=CC=C6N=C5. Drug 2: CCC1=C2CN3C(=CC4=C(C3=O)COC(=O)C4(CC)O)C2=NC5=C1C=C(C=C5)O. Cell line: NCIH23. Synergy scores: CSS=63.0, Synergy_ZIP=1.95, Synergy_Bliss=2.46, Synergy_Loewe=2.44, Synergy_HSA=7.01. (4) Drug 1: CC1=C2C(C(=O)C3(C(CC4C(C3C(C(C2(C)C)(CC1OC(=O)C(C(C5=CC=CC=C5)NC(=O)C6=CC=CC=C6)O)O)OC(=O)C7=CC=CC=C7)(CO4)OC(=O)C)O)C)OC(=O)C. Drug 2: COC1=C2C(=CC3=C1OC=C3)C=CC(=O)O2. Cell line: UACC-257. Synergy scores: CSS=31.5, Synergy_ZIP=-8.83, Synergy_Bliss=-2.35, Synergy_Loewe=-55.3, Synergy_HSA=-1.90.